The task is: Predict the reactants needed to synthesize the given product.. This data is from Full USPTO retrosynthesis dataset with 1.9M reactions from patents (1976-2016). (1) Given the product [CH3:21][C:3]1([C:2]([O:25][CH3:23])=[O:4])[C:8]2[CH:7]=[CH:6][CH:5]=[CH:17][C:9]=2[C:10]2[C:15]1=[CH:14][CH:13]=[CH:12][CH:11]=2, predict the reactants needed to synthesize it. The reactants are: [Na].[CH2:2]([OH:4])[CH3:3].[CH:5]1[C:17]2C(C(O)=O)[C:15]3[C:10](=[CH:11][CH:12]=[CH:13][CH:14]=3)[C:9]=2[CH:8]=[CH:7][CH:6]=1.[CH3:21]I.[CH2:23]([O:25]CC)C. (2) Given the product [Br:3][C:4]1[S:5][C:6]([C:9]2([CH3:10])[O:14][CH2:13][CH2:12][O:11]2)=[CH:7][N:8]=1, predict the reactants needed to synthesize it. The reactants are: N#N.[Br:3][C:4]1[S:5][C:6]([C:9](=[O:11])[CH3:10])=[CH:7][N:8]=1.[CH2:12](O)[CH2:13][OH:14].COC(OC)OC. (3) Given the product [OH:9][C:8]1[CH:10]=[CH:11][C:3]([CH:2]2[NH:18][CH:17]([C:16]([O:15][CH2:13][CH3:14])=[O:21])[CH2:19][S:20]2)=[CH:4][C:5]=1[O:6][CH3:7], predict the reactants needed to synthesize it. The reactants are: O=[CH:2][C:3]1[CH:11]=[CH:10][C:8]([OH:9])=[C:5]([O:6][CH3:7])[CH:4]=1.Cl.[CH2:13]([O:15][C:16](=[O:21])[C@H:17]([CH2:19][SH:20])[NH2:18])[CH3:14].C(N(C(C)C)C(C)C)C.O. (4) Given the product [CH3:20][C:18]1[NH:17][N:16]=[C:15]([NH:14][C:4]2[N:3]=[C:2]([C:25]3[CH:26]=[N:22][NH:23][CH:24]=3)[C:11]3[C:6]([CH:5]=2)=[CH:7][CH:8]=[C:9]([O:12][CH3:13])[CH:10]=3)[CH:19]=1, predict the reactants needed to synthesize it. The reactants are: Cl[C:2]1[C:11]2[C:6](=[CH:7][CH:8]=[C:9]([O:12][CH3:13])[CH:10]=2)[CH:5]=[C:4]([NH:14][C:15]2[CH:19]=[C:18]([CH3:20])[NH:17][N:16]=2)[N:3]=1.C[N:22]1[CH:26]=[C:25](B(O)O)[CH:24]=[N:23]1. (5) Given the product [CH3:53][N:54]([CH3:55])[CH2:2][CH2:3][NH:4][C:5](=[O:52])[O:6][C@@H:7]1[CH2:12][CH2:11][CH2:10][N:9]([C:13]2[N:14]=[C:15]3[CH:39]=[C:38]([C:40]([NH:42][C:43]4[S:44][CH:45]=[C:46]([C:48]([CH3:51])([CH3:50])[CH3:49])[N:47]=4)=[O:41])[CH:37]=[CH:36][N:16]3[C:17](=[O:35])[C:18]=2/[CH:19]=[CH:20]/[C:21]2[N:22]=[N:23][N:24]([CH2:26][C:27]3[CH:32]=[CH:31][C:30]([O:33][CH3:34])=[CH:29][CH:28]=3)[N:25]=2)[CH2:8]1, predict the reactants needed to synthesize it. The reactants are: Cl[CH2:2][CH2:3][NH:4][C:5](=[O:52])[O:6][C@@H:7]1[CH2:12][CH2:11][CH2:10][N:9]([C:13]2[N:14]=[C:15]3[CH:39]=[C:38]([C:40]([NH:42][C:43]4[S:44][CH:45]=[C:46]([C:48]([CH3:51])([CH3:50])[CH3:49])[N:47]=4)=[O:41])[CH:37]=[CH:36][N:16]3[C:17](=[O:35])[C:18]=2/[CH:19]=[CH:20]/[C:21]2[N:22]=[N:23][N:24]([CH2:26][C:27]3[CH:32]=[CH:31][C:30]([O:33][CH3:34])=[CH:29][CH:28]=3)[N:25]=2)[CH2:8]1.[CH3:53][NH:54][CH3:55].C(O)C. (6) Given the product [NH2:24][C@@H:16]([CH2:17][C:18]1[CH:19]=[CH:20][CH:21]=[CH:22][CH:23]=1)[CH2:15][O:14][C:11]1[CH:10]=[C:9]([C:25]2[CH:26]=[C:27]3[C:31](=[CH:32][CH:33]=2)[NH:30][N:29]=[C:28]3[CH3:34])[C:8]([C:6]2[CH:7]=[C:2]([F:1])[CH:3]=[CH:4][C:5]=2[OH:35])=[N:13][CH:12]=1, predict the reactants needed to synthesize it. The reactants are: [F:1][C:2]1[CH:3]=[CH:4][C:5]([O:35]C)=[C:6]([C:8]2[N:13]=[CH:12][C:11]([O:14][CH2:15][C@@H:16]([NH2:24])[CH2:17][C:18]3[CH:23]=[CH:22][CH:21]=[CH:20][CH:19]=3)=[CH:10][C:9]=2[C:25]2[CH:26]=[C:27]3[C:31](=[CH:32][CH:33]=2)[NH:30][N:29]=[C:28]3[CH3:34])[CH:7]=1.B(Br)(Br)Br.